This data is from Reaction yield outcomes from USPTO patents with 853,638 reactions. The task is: Predict the reaction yield, written as a fraction of the theoretical maximum amount of product (1.0 means a 100% yield; for example, 0.34 means a 34% yield). (1) The reactants are Br[CH2:2][CH:3]1[CH2:5][CH2:4]1.[S:6]([O-:9])([O-:8])=[O:7].[Na+:10].[Na+]. No catalyst specified. The product is [CH:5]1([CH2:4][S:6]([O-:9])(=[O:8])=[O:7])[CH2:3][CH2:2]1.[Na+:10]. The yield is 0.720. (2) The reactants are [N:1]1[C:9]2[C:4](=[N:5][CH:6]=[C:7](/[CH:10]=[CH:11]/[C:12]([O-:14])=O)[CH:8]=2)[NH:3][CH:2]=1.Cl.O=C1CC2C(=CC=C(/C=C/C(O)=O)C=2)N1.[CH3:31][N:32]1[C:40]2[C:35](=[CH:36][CH:37]=[CH:38][CH:39]=2)[C:34]([CH2:41][NH:42][CH3:43])=[CH:33]1.CC1NC2C(C=1CNC)=CC=CC=2. No catalyst specified. The product is [N:1]1[C:9]2[C:4](=[N:5][CH:6]=[C:7](/[CH:10]=[CH:11]/[C:12]([N:42]([CH3:43])[CH2:41][C:34]3[C:35]4[C:40](=[CH:39][CH:38]=[CH:37][CH:36]=4)[N:32]([CH3:31])[CH:33]=3)=[O:14])[CH:8]=2)[NH:3][CH:2]=1. The yield is 0.890. (3) The reactants are [Cl-].[Al+3].[Cl-].[Cl-].[C:5](Cl)(=[O:8])[CH2:6][CH3:7].C([O:13][C:14]1[C:24]2[CH2:23][CH2:22][C:21]3[CH:25]=[CH:26][CH:27]=[CH:28][C:20]=3[O:19][C:18]=2[CH:17]=[C:16]([O:29]C(=O)C)[CH:15]=1)(=O)C.[OH-].[Na+]. The catalyst is C(Cl)Cl.CO. The product is [C:5]([C:26]1[CH:27]=[CH:28][C:20]2[O:19][C:18]3[CH:17]=[C:16]([OH:29])[CH:15]=[C:14]([OH:13])[C:24]=3[CH2:23][CH2:22][C:21]=2[CH:25]=1)(=[O:8])[CH2:6][CH3:7]. The yield is 0.700. (4) The reactants are Br[C:2]1[CH:11]=[C:10]2[C:5]([CH:6]=[CH:7][C:8]([C:12]([O:14]C)=[O:13])=[N:9]2)=[CH:4][CH:3]=1.C([O-])([O-])=O.[Cs+].[Cs+].Cl.[NH:23]1[CH2:26][CH2:25][CH2:24]1.Cl. The catalyst is CC(O)(C)C.CCOC(C)=O.C1(P(C2CCCCC2)C2C=CC=CC=2C2C(OC(C)C)=CC=CC=2OC(C)C)CCCCC1.NC1C=CC=CC=1C1C=CC=CC=1[Pd]Cl. The product is [N:23]1([C:2]2[CH:11]=[C:10]3[C:5]([CH:6]=[CH:7][C:8]([C:12]([OH:14])=[O:13])=[N:9]3)=[CH:4][CH:3]=2)[CH2:26][CH2:25][CH2:24]1. The yield is 0.910. (5) The reactants are [NH2:1][C:2]1[S:6][N:5]=[C:4]([CH3:7])[C:3]=1[C:8]([NH:10][C:11]1[CH:16]=[CH:15][C:14]([F:17])=[C:13]([F:18])[CH:12]=1)=[O:9].Cl[C:20]1[CH:25]=[N:24][CH:23]=[CH:22][N:21]=1.C(=O)([O-])[O-].[Cs+].[Cs+].CC1(C)C2C(=C(P(C3C=CC=CC=3)C3C=CC=CC=3)C=CC=2)OC2C(P(C3C=CC=CC=3)C3C=CC=CC=3)=CC=CC1=2. The catalyst is O1CCOCC1.CN(C=O)C.C([O-])(=O)C.[Pd+2].C([O-])(=O)C.O. The product is [F:18][C:13]1[CH:12]=[C:11]([NH:10][C:8]([C:3]2[C:4]([CH3:7])=[N:5][S:6][C:2]=2[NH:1][C:20]2[CH:25]=[N:24][CH:23]=[CH:22][N:21]=2)=[O:9])[CH:16]=[CH:15][C:14]=1[F:17]. The yield is 0.0300.